Dataset: Full USPTO retrosynthesis dataset with 1.9M reactions from patents (1976-2016). Task: Predict the reactants needed to synthesize the given product. (1) Given the product [F:1][C:2]1[C:31]([N:32]2[CH2:33][CH2:34][O:35][CH2:36][CH2:37]2)=[CH:30][C:5]2[NH:6][C:7]([C:9]3[C:13]([NH:14][C:15](=[O:23])[N:16]([CH:20]([CH3:22])[CH3:21])[CH:17]([CH3:18])[CH3:19])=[CH:12][NH:11][N:10]=3)=[N:8][C:4]=2[CH:3]=1, predict the reactants needed to synthesize it. The reactants are: [F:1][C:2]1[C:31]([N:32]2[CH2:37][CH2:36][O:35][CH2:34][CH2:33]2)=[CH:30][C:5]2[NH:6][C:7]([C:9]3[C:13]([NH:14][C:15](=[O:23])[N:16]([CH:20]([CH3:22])[CH3:21])[CH:17]([CH3:19])[CH3:18])=[CH:12][N:11](C4CCCCO4)[N:10]=3)=[N:8][C:4]=2[CH:3]=1. (2) Given the product [Br:7][C:8]1[CH:9]=[N:1][C:2]2[N:3]([N:4]=[CH:5][CH:6]=2)[CH:11]=1, predict the reactants needed to synthesize it. The reactants are: [NH2:1][C:2]1[CH:6]=[CH:5][NH:4][N:3]=1.[Br:7]/[C:8](=[CH:11]\N(C)C)/[CH:9]=O.C(O)C. (3) Given the product [Cl:1][C:2]1[CH:7]=[C:6]([Cl:8])[CH:5]=[CH:4][C:3]=1[C:9]1[N:10]=[C:11](/[CH:18]=[CH:19]/[C:20]2[CH:21]=[CH:22][C:23]([C:26]3[CH:27]=[CH:28][C:29]([O:32][CH3:33])=[CH:30][CH:31]=3)=[CH:24][CH:25]=2)[N:12]([CH2:14][C:15]([NH:34][CH2:35][CH2:36][N:37]2[CH2:42][CH2:41][O:40][CH2:39][CH2:38]2)=[O:16])[CH:13]=1, predict the reactants needed to synthesize it. The reactants are: [Cl:1][C:2]1[CH:7]=[C:6]([Cl:8])[CH:5]=[CH:4][C:3]=1[C:9]1[N:10]=[C:11](/[CH:18]=[CH:19]/[C:20]2[CH:25]=[CH:24][C:23]([C:26]3[CH:31]=[CH:30][C:29]([O:32][CH3:33])=[CH:28][CH:27]=3)=[CH:22][CH:21]=2)[N:12]([CH2:14][C:15](O)=[O:16])[CH:13]=1.[NH2:34][CH2:35][CH2:36][N:37]1[CH2:42][CH2:41][O:40][CH2:39][CH2:38]1. (4) Given the product [CH:13]1([NH:16][C:6](=[O:8])[C:5]2[CH:10]=[CH:11][C:2]([F:1])=[CH:3][C:4]=2[OH:12])[CH2:15][CH2:14]1, predict the reactants needed to synthesize it. The reactants are: [F:1][C:2]1[CH:11]=[CH:10][C:5]([C:6]([O:8]C)=O)=[C:4]([OH:12])[CH:3]=1.[CH:13]1([NH2:16])[CH2:15][CH2:14]1. (5) Given the product [CH2:31]([CH:9]1[S:8](=[O:17])(=[O:18])[N:7]([C:1]2[CH:2]=[CH:3][CH:4]=[CH:5][CH:6]=2)[C:12]2[CH:13]=[CH:14][CH:15]=[CH:16][C:11]=2[CH2:10]1)[CH:30]=[CH2:29], predict the reactants needed to synthesize it. The reactants are: [C:1]1([N:7]2[C:12]3[CH:13]=[CH:14][CH:15]=[CH:16][C:11]=3[CH2:10][CH2:9][S:8]2(=[O:18])=[O:17])[CH:6]=[CH:5][CH:4]=[CH:3][CH:2]=1.C[Si]([N-][Si](C)(C)C)(C)C.[Li+].[CH2:29](Br)[CH:30]=[CH2:31].